From a dataset of Catalyst prediction with 721,799 reactions and 888 catalyst types from USPTO. Predict which catalyst facilitates the given reaction. (1) The catalyst class is: 12. Reactant: [CH:1]([NH:4][C:5]1[O:9][C:8]([C:10]2[CH:11]=[C:12]3[C:16](=[CH:17][CH:18]=2)[N:15](S(C2C=CC(C)=CC=2)(=O)=O)[CH:14]=[C:13]3[C:29]2[CH:30]=[N:31][CH:32]=[C:33]([CH:38]=2)[C:34]([NH:36][CH3:37])=[O:35])=[N:7][N:6]=1)([CH3:3])[CH3:2].[OH-].[Na+]. Product: [CH:1]([NH:4][C:5]1[O:9][C:8]([C:10]2[CH:11]=[C:12]3[C:16](=[CH:17][CH:18]=2)[NH:15][CH:14]=[C:13]3[C:29]2[CH:30]=[N:31][CH:32]=[C:33]([CH:38]=2)[C:34]([NH:36][CH3:37])=[O:35])=[N:7][N:6]=1)([CH3:3])[CH3:2]. (2) Reactant: [Cl:1][C:2]1[CH:3]=[CH:4][C:5]2[O:9][C:8]([CH:10]=[O:11])=[C:7]([CH3:12])[C:6]=2[CH:13]=1.[BH4-].[Na+]. Product: [Cl:1][C:2]1[CH:3]=[CH:4][C:5]2[O:9][C:8]([CH2:10][OH:11])=[C:7]([CH3:12])[C:6]=2[CH:13]=1. The catalyst class is: 8. (3) Reactant: C(=O)([O-])[O-].[K+].[K+].[Br:7][C:8]1[CH:9]=[C:10]([CH:15]=[CH:16][CH:17]=1)[C:11](=[O:14])[CH2:12]Br.[CH2:18]([NH:21][CH2:22][CH:23]=[CH2:24])[CH:19]=[CH2:20]. Product: [Br:7][C:8]1[CH:9]=[C:10]([C:11](=[O:14])[CH2:12][N:21]([CH2:22][CH:23]=[CH2:24])[CH2:18][CH:19]=[CH2:20])[CH:15]=[CH:16][CH:17]=1. The catalyst class is: 10. (4) Reactant: Cl[C:2]1[C:11]2[C:6](=[CH:7][CH:8]=[CH:9][CH:10]=2)[N:5]=[CH:4][C:3]=1[N+:12]([O-:14])=[O:13].Cl.[NH2:16][CH2:17][CH2:18][CH2:19][C:20]([O:22][CH2:23][CH3:24])=[O:21].C(N(CC)CC)C. Product: [N+:12]([C:3]1[CH:4]=[N:5][C:6]2[C:11]([C:2]=1[NH:16][CH2:17][CH2:18][CH2:19][C:20]([O:22][CH2:23][CH3:24])=[O:21])=[CH:10][CH:9]=[CH:8][CH:7]=2)([O-:14])=[O:13]. The catalyst class is: 4. (5) Reactant: [C:1]([NH:8][C:9]1[CH:10]=[C:11]([CH:15]=[CH:16][CH:17]=1)[C:12]([OH:14])=O)([O:3][C:4]([CH3:7])([CH3:6])[CH3:5])=[O:2].CN(C(ON1N=NC2C=CC=NC1=2)=[N+](C)C)C.F[P-](F)(F)(F)(F)F.[C:42]1([C@H:52]([NH2:54])[CH3:53])[C:51]2[C:46](=[CH:47][CH:48]=[CH:49][CH:50]=2)[CH:45]=[CH:44][CH:43]=1.C(N(CC)C(C)C)(C)C. Product: [C:4]([O:3][C:1](=[O:2])[NH:8][C:9]1[CH:17]=[CH:16][CH:15]=[C:11]([C:12](=[O:14])[NH:54][C@@H:52]([C:42]2[C:51]3[C:46](=[CH:47][CH:48]=[CH:49][CH:50]=3)[CH:45]=[CH:44][CH:43]=2)[CH3:53])[CH:10]=1)([CH3:5])([CH3:6])[CH3:7]. The catalyst class is: 2. (6) Reactant: [H-].[Na+].[C:3]([NH:12][C@@H:13]([C:15]1[CH:20]=[CH:19][CH:18]=[CH:17][CH:16]=1)[CH3:14])(=[O:11])[CH2:4][CH2:5][CH2:6][CH2:7][CH2:8][CH2:9][CH3:10].[CH2:21](Br)[CH:22]=[CH2:23].Cl. Product: [CH2:23]([N:12]([C@@H:13]([C:15]1[CH:16]=[CH:17][CH:18]=[CH:19][CH:20]=1)[CH3:14])[C:3](=[O:11])[CH2:4][CH2:5][CH2:6][CH2:7][CH2:8][CH2:9][CH3:10])[CH:22]=[CH2:21]. The catalyst class is: 323. (7) Reactant: Cl.[F:2][C:3]([F:17])([F:16])[C:4]1[CH:5]=[C:6]([CH:10]2[CH2:15][CH2:14][CH2:13][NH:12][CH2:11]2)[CH:7]=[CH:8][CH:9]=1.C(N(C(C)C)CC)(C)C.[F:27][C:28]([F:33])([F:32])[C@@H:29]1[CH2:31][O:30]1. Product: [F:27][C:28]([F:33])([F:32])[C@@H:29]([OH:30])[CH2:31][N:12]1[CH2:13][CH2:14][CH2:15][CH:10]([C:6]2[CH:7]=[CH:8][CH:9]=[C:4]([C:3]([F:2])([F:16])[F:17])[CH:5]=2)[CH2:11]1. The catalyst class is: 10. (8) Reactant: [N+:1]([C:4]1[CH:9]=[CH:8][CH:7]=[CH:6][C:5]=1[CH2:10][C:11]([OH:13])=[O:12])([O-:3])=[O:2].[CH2:14]1CCC(N=C=NC2CCCCC2)CC1.CO. Product: [CH3:14][O:12][C:11](=[O:13])[CH2:10][C:5]1[CH:6]=[CH:7][CH:8]=[CH:9][C:4]=1[N+:1]([O-:3])=[O:2]. The catalyst class is: 64.